Dataset: Catalyst prediction with 721,799 reactions and 888 catalyst types from USPTO. Task: Predict which catalyst facilitates the given reaction. (1) Reactant: C([O:4][C@@H:5]([CH:7]1[CH2:12][CH2:11][NH:10][CH2:9][CH2:8]1)[CH3:6])(=O)C.[CH3:13][C:14]([O:17][C:18](O[C:18]([O:17][C:14]([CH3:16])([CH3:15])[CH3:13])=[O:19])=[O:19])([CH3:16])[CH3:15].C(N(CC)CC)C. Product: [OH:4][C@@H:5]([CH:7]1[CH2:8][CH2:9][N:10]([C:18]([O:17][C:14]([CH3:16])([CH3:15])[CH3:13])=[O:19])[CH2:11][CH2:12]1)[CH3:6]. The catalyst class is: 4. (2) Reactant: Br[C:2]1[C:3]2[C:8]([C:9]([C:16]3[CH:21]=[CH:20][CH:19]=[CH:18][CH:17]=3)=[C:10]3[C:15]=1[CH:14]=[CH:13][CH:12]=[CH:11]3)=[CH:7][CH:6]=[CH:5][CH:4]=2.[Li]CCCC.[I:27]I.S([O-])([O-])(=O)=S.[Na+].[Na+]. Product: [I:27][C:2]1[C:3]2[C:8]([C:9]([C:16]3[CH:21]=[CH:20][CH:19]=[CH:18][CH:17]=3)=[C:10]3[C:15]=1[CH:14]=[CH:13][CH:12]=[CH:11]3)=[CH:7][CH:6]=[CH:5][CH:4]=2. The catalyst class is: 7. (3) Reactant: [F:1][C:2]1[CH:3]=[C:4]([C@@H:9]2[CH2:13][N:12]([CH2:14][CH2:15][O:16][CH3:17])[CH2:11][C@H:10]2[NH:18][C:19](=[O:45])[NH:20][C:21]2[N:25]([C:26]3[CH:31]=[CH:30][CH:29]=[CH:28][CH:27]=3)[N:24]=[C:23]([CH:32]3[CH2:37][CH2:36][N:35](C(OC(C)(C)C)=O)[CH2:34][CH2:33]3)[CH:22]=2)[CH:5]=[CH:6][C:7]=1[F:8].CCOC(C)=O.CO.[ClH:54]. Product: [ClH:54].[ClH:54].[F:1][C:2]1[CH:3]=[C:4]([C@@H:9]2[CH2:13][N:12]([CH2:14][CH2:15][O:16][CH3:17])[CH2:11][C@H:10]2[NH:18][C:19]([NH:20][C:21]2[N:25]([C:26]3[CH:27]=[CH:28][CH:29]=[CH:30][CH:31]=3)[N:24]=[C:23]([CH:32]3[CH2:33][CH2:34][NH:35][CH2:36][CH2:37]3)[CH:22]=2)=[O:45])[CH:5]=[CH:6][C:7]=1[F:8]. The catalyst class is: 12. (4) Product: [Cl:2][CH:15]([N:16]=[C:17]=[O:18])[C:12]1[CH:13]=[CH:14][C:9]([C:7]#[N:8])=[CH:10][C:11]=1[F:28]. The catalyst class is: 11. Reactant: P(Cl)(Cl)(Cl)(Cl)[Cl:2].[C:7]([C:9]1[CH:14]=[CH:13][C:12]([CH:15](NC(=O)OCC)[NH:16][C:17](=O)[O:18]CC)=[C:11]([F:28])[CH:10]=1)#[N:8]. (5) Reactant: [F:1][C:2]1[CH:7]=[CH:6][C:5]([NH:8][C:9]([N:11]2[CH:20]([C:21]3[CH:26]=[CH:25][C:24]([C:27]([F:30])([F:29])[F:28])=[CH:23][CH:22]=3)[C:19]3[N:18]=[CH:17][CH:16]=[CH:15][C:14]=3[CH2:13][CH2:12]2)=[O:10])=[CH:4][CH:3]=1.ClC1C=C(C=CC=1)C(OO)=[O:36]. Product: [F:1][C:2]1[CH:7]=[CH:6][C:5]([NH+:8]([O-:36])[C:9]([N:11]2[CH:20]([C:21]3[CH:26]=[CH:25][C:24]([C:27]([F:28])([F:30])[F:29])=[CH:23][CH:22]=3)[C:19]3[N:18]=[CH:17][CH:16]=[CH:15][C:14]=3[CH2:13][CH2:12]2)=[O:10])=[CH:4][CH:3]=1. The catalyst class is: 74. (6) Reactant: [Cl:1][C:2]1[CH:7]=[CH:6][C:5]([C:8]([C:10]2[CH:15]=[CH:14][CH:13]=[CH:12][C:11]=2[C:16]2[C:17]([CH3:23])=[N:18][O:19][C:20]=2[CH2:21][OH:22])=[O:9])=[CH:4][CH:3]=1.C(Cl)Cl.CCN(CC)CC.[CH3:34][S:35](Cl)(=[O:37])=[O:36]. Product: [CH3:34][S:35]([O:22][CH2:21][C:20]1[O:19][N:18]=[C:17]([CH3:23])[C:16]=1[C:11]1[CH:12]=[CH:13][CH:14]=[CH:15][C:10]=1[C:8](=[O:9])[C:5]1[CH:6]=[CH:7][C:2]([Cl:1])=[CH:3][CH:4]=1)(=[O:37])=[O:36]. The catalyst class is: 6. (7) Product: [F:25][C:21]1[CH:20]=[C:19]2[C:24]([C:16]([C:13]3[CH:14]=[CH:15][C:9]4[S:8](=[O:27])(=[O:26])[N:7]([CH2:6][CH2:5][OH:4])[CH2:11][C:10]=4[CH:12]=3)=[CH:17][NH:18]2)=[CH:23][CH:22]=1. The catalyst class is: 20. Reactant: C([O:4][CH2:5][CH2:6][N:7]1[CH2:11][C:10]2[CH:12]=[C:13]([C:16]3[C:24]4[C:19](=[CH:20][C:21]([F:25])=[CH:22][CH:23]=4)[NH:18][CH:17]=3)[CH:14]=[CH:15][C:9]=2[S:8]1(=[O:27])=[O:26])(=O)C.O[Li].O.